From a dataset of Catalyst prediction with 721,799 reactions and 888 catalyst types from USPTO. Predict which catalyst facilitates the given reaction. (1) Reactant: [NH:1]1[C:5]2=[N:6][CH:7]=[CH:8][CH:9]=[C:4]2[CH:3]=[N:2]1.[H-].[Na+].[CH3:12][Si:13]([CH2:16][CH2:17][O:18][CH2:19]Cl)([CH3:15])[CH3:14]. Product: [CH3:12][Si:13]([CH3:15])([CH3:14])[CH2:16][CH2:17][O:18][CH2:19][N:1]1[C:5]2=[N:6][CH:7]=[CH:8][CH:9]=[C:4]2[CH:3]=[N:2]1. The catalyst class is: 3. (2) Reactant: [Cl:1][C:2]1[CH:3]=[C:4]([C:9]2[C:22]([O:23][CH3:24])=[CH:21][C:12]([C:13]([NH:15][S:16]([CH2:19][CH3:20])(=[O:18])=[O:17])=[O:14])=[C:11](F)[CH:10]=2)[CH:5]=[N:6][C:7]=1F.C(=O)([O-])[O-].[Cs+].[Cs+].[F:32][C:33]1[C:38]([F:39])=[CH:37][CH:36]=[C:35]([F:40])[C:34]=1[OH:41]. Product: [Cl:1][C:2]1[CH:3]=[C:4]([C:9]2[CH:10]=[CH:11][C:12]([C:13]([NH:15][S:16]([CH2:19][CH3:20])(=[O:18])=[O:17])=[O:14])=[CH:21][C:22]=2[O:23][CH3:24])[CH:5]=[N:6][C:7]=1[O:41][C:34]1[C:35]([F:40])=[CH:36][CH:37]=[C:38]([F:39])[C:33]=1[F:32]. The catalyst class is: 16. (3) Reactant: [C:1]([C:6]1[CH:7]=[C:8]([Cl:25])[C:9]([N:12]2[CH2:17][CH2:16][N:15](C(OC(C)(C)C)=O)[CH2:14][CH2:13]2)=[N:10][CH:11]=1)(=[O:5])[CH2:2][CH2:3][CH3:4].[ClH:26]. Product: [ClH:25].[ClH:26].[Cl:25][C:8]1[CH:7]=[C:6]([C:1](=[O:5])[CH2:2][CH2:3][CH3:4])[CH:11]=[N:10][C:9]=1[N:12]1[CH2:17][CH2:16][NH:15][CH2:14][CH2:13]1. The catalyst class is: 2.